The task is: Predict the reactants needed to synthesize the given product.. This data is from Full USPTO retrosynthesis dataset with 1.9M reactions from patents (1976-2016). Given the product [CH3:15][O:14][C:11]1[CH:12]=[CH:13][C:8]([CH2:7][CH2:3][C:1]#[N:2])=[C:9]([CH3:16])[CH:10]=1, predict the reactants needed to synthesize it. The reactants are: [C:1]([CH:3]([CH2:7][C:8]1[CH:13]=[CH:12][C:11]([O:14][CH3:15])=[CH:10][C:9]=1[CH3:16])C(O)=O)#[N:2].O.